Dataset: Reaction yield outcomes from USPTO patents with 853,638 reactions. Task: Predict the reaction yield, written as a fraction of the theoretical maximum amount of product (1.0 means a 100% yield; for example, 0.34 means a 34% yield). (1) The reactants are [Cl-].[CH3:2][O:3][C:4](=[O:12])[CH2:5][C:6](=O)[CH2:7][CH2:8][O:9][CH3:10].[Cl:13][C:14]1[CH:22]=[CH:21][C:17]([C:18]([NH2:20])=[S:19])=[CH:16][CH:15]=1.CO. The catalyst is ClCCl. The product is [CH3:2][O:3][C:4]([C:5]1[S:19][C:18]([C:17]2[CH:21]=[CH:22][C:14]([Cl:13])=[CH:15][CH:16]=2)=[N:20][C:6]=1[CH2:7][CH2:8][O:9][CH3:10])=[O:12]. The yield is 0.570. (2) The reactants are [OH:1][C:2]1[CH:9]=[CH:8][C:7]([C:10]2[C:19]([CH3:20])=[CH:18][C:17]3[C:16]([CH3:22])([CH3:21])[CH2:15][CH2:14][C:13]([CH3:24])([CH3:23])[C:12]=3[CH:11]=2)=[CH:6][C:3]=1[CH:4]=[O:5].I[CH3:26]. No catalyst specified. The product is [CH3:26][O:1][C:2]1[CH:9]=[CH:8][C:7]([C:10]2[C:19]([CH3:20])=[CH:18][C:17]3[C:16]([CH3:22])([CH3:21])[CH2:15][CH2:14][C:13]([CH3:24])([CH3:23])[C:12]=3[CH:11]=2)=[CH:6][C:3]=1[CH:4]=[O:5]. The yield is 0.880. (3) The reactants are C[N:2](C)/[CH:3]=[CH:4]/[C:5]([C:7]1[CH:12]=[CH:11][CH:10]=[C:9]([C:13]([F:16])([F:15])[F:14])[CH:8]=1)=O.C(O)C.[NH2:21]N. No catalyst specified. The product is [F:14][C:13]([F:16])([F:15])[C:9]1[CH:8]=[C:7]([C:5]2[CH:4]=[CH:3][NH:2][N:21]=2)[CH:12]=[CH:11][CH:10]=1. The yield is 0.890. (4) The reactants are Cl[C:2]1[C:3]2[CH:10]=[CH:9][NH:8][C:4]=2[N:5]=[CH:6][N:7]=1.[NH2:11][C:12]1[CH:20]=[CH:19][CH:18]=[C:17]2[C:13]=1[CH2:14][CH2:15][CH2:16]2. The catalyst is C(O)(C)C.Cl. The product is [CH2:16]1[C:17]2[C:13](=[C:12]([NH:11][C:2]3[C:3]4[CH:10]=[CH:9][NH:8][C:4]=4[N:5]=[CH:6][N:7]=3)[CH:20]=[CH:19][CH:18]=2)[CH2:14][CH2:15]1. The yield is 0.0500. (5) The reactants are [NH2:1][C:2]1[CH:10]=[CH:9][CH:8]=[C:7]([Cl:11])[C:3]=1[C:4]([OH:6])=O.[N:12]1C=CC=CC=1.[F:18][C:19]([F:30])([F:29])[C:20](O[C:20](=O)[C:19]([F:30])([F:29])[F:18])=O. The catalyst is C(Cl)(Cl)Cl.N. The product is [Cl:11][C:7]1[CH:8]=[CH:9][CH:10]=[C:2]2[C:3]=1[C:4](=[O:6])[NH:12][C:20]([C:19]([F:30])([F:29])[F:18])=[N:1]2. The yield is 0.460. (6) The reactants are [F:1][C:2]1[CH:7]=[CH:6][CH:5]=[C:4]([F:8])[C:3]=1[N:9]1[C:14]2[N:15]=[C:16]([S:29][CH3:30])[N:17]=[C:18]([C:19]3[CH:20]=[C:21]([CH:25]=[CH:26][C:27]=3[CH3:28])[C:22]([OH:24])=O)[C:13]=2[CH2:12][NH:11][C:10]1=[O:31].C(N(C(C)C)CC)(C)C.CN(C(ON1N=NC2C=CC=NC1=2)=[N+](C)C)C.F[P-](F)(F)(F)(F)F.[F:65][C:66]1[CH:72]=[CH:71][C:69]([NH2:70])=[CH:68][CH:67]=1. The catalyst is C(Cl)Cl.O. The product is [F:1][C:2]1[CH:7]=[CH:6][CH:5]=[C:4]([F:8])[C:3]=1[N:9]1[C:14]2[N:15]=[C:16]([S:29][CH3:30])[N:17]=[C:18]([C:19]3[CH:20]=[C:21]([CH:25]=[CH:26][C:27]=3[CH3:28])[C:22]([NH:70][C:69]3[CH:71]=[CH:72][C:66]([F:65])=[CH:67][CH:68]=3)=[O:24])[C:13]=2[CH2:12][NH:11][C:10]1=[O:31]. The yield is 0.920. (7) The catalyst is C(#N)C. The reactants are [C:1]1([C:7]2[CH:11]=[C:10]([NH:12][C:13](=[O:44])[O:14][CH2:15][C@@H:16]([N:30]([CH3:43])[C:31]([NH:33][CH2:34][C:35]3[CH:40]=[CH:39][CH:38]=[C:37]([F:41])[C:36]=3[Cl:42])=[O:32])[CH2:17][C@@H:18]([OH:29])[CH2:19][O:20][P:21]([O:26]CC)([O:23]CC)=[O:22])[O:9][N:8]=2)[CH:6]=[CH:5][CH:4]=[CH:3][CH:2]=1.[Si](I)(C)(C)C. The yield is 0.940. The product is [C:1]1([C:7]2[CH:11]=[C:10]([NH:12][C:13](=[O:44])[O:14][CH2:15][C@@H:16]([N:30]([CH3:43])[C:31]([NH:33][CH2:34][C:35]3[CH:40]=[CH:39][CH:38]=[C:37]([F:41])[C:36]=3[Cl:42])=[O:32])[CH2:17][C@@H:18]([OH:29])[CH2:19][O:20][P:21]([OH:26])([OH:23])=[O:22])[O:9][N:8]=2)[CH:2]=[CH:3][CH:4]=[CH:5][CH:6]=1.